The task is: Predict the reactants needed to synthesize the given product.. This data is from Full USPTO retrosynthesis dataset with 1.9M reactions from patents (1976-2016). (1) Given the product [OH:1][CH:2]([CH2:26][C:27]1[CH:32]=[CH:31][CH:30]=[CH:29][CH:28]=1)/[CH:3]=[CH:4]/[C@@H:5]1[N:9]([CH2:10][CH2:11][CH2:12][CH2:13][S:14][CH3:36])[C:8](=[O:25])[CH2:7][CH2:6]1, predict the reactants needed to synthesize it. The reactants are: [OH:1][CH:2]([CH2:26][C:27]1[CH:32]=[CH:31][CH:30]=[CH:29][CH:28]=1)/[CH:3]=[CH:4]/[C@@H:5]1[N:9]([CH2:10][CH2:11][CH2:12][CH2:13][S:14][Si](C(C)C)(C(C)C)C(C)C)[C:8](=[O:25])[CH2:7][CH2:6]1.CI.[N+](CCCC)(CCCC)(CCCC)[CH2:36]CCC.[F-].[NH4+].[Cl-]. (2) Given the product [C:10]([CH:9]1[CH2:8][C:5]2[C:6](=[CH:7][C:2]([Cl:1])=[C:3]([O:17][CH2:18][CH2:19][CH2:20][O:21][CH3:22])[CH:4]=2)[CH:15]=[N:14]1)([CH3:13])([CH3:12])[CH3:11], predict the reactants needed to synthesize it. The reactants are: [Cl:1][C:2]1[CH:7]=[CH:6][C:5]([CH2:8][CH:9]([NH:14][CH:15]=O)[C:10]([CH3:13])([CH3:12])[CH3:11])=[CH:4][C:3]=1[O:17][CH2:18][CH2:19][CH2:20][O:21][CH3:22].O=P(Cl)(Cl)Cl. (3) Given the product [C:1]([SiH2:5][O:6][C:7]([CH3:17])([CH3:16])[C:8]1[O:12][C:11]([CH2:13][Cl:29])=[N:10][C:9]=1[CH3:15])([CH3:4])([CH3:3])[CH3:2], predict the reactants needed to synthesize it. The reactants are: [C:1]([SiH2:5][O:6][C:7]([CH3:17])([CH3:16])[C:8]1[O:12][C:11]([CH2:13]O)=[N:10][C:9]=1[CH3:15])([CH3:4])([CH3:3])[CH3:2].C(N(CC)CC)C.CS([Cl:29])(=O)=O.O. (4) Given the product [CH3:32][O:31][C:30]1[C:15]2[C:14]([N:11]3[CH2:10][CH2:9][NH:8][CH2:13][CH2:12]3)=[N:19][C:18]([C:20]3[CH:25]=[CH:24][N:23]=[C:22]([NH:41][C:39]4[CH:38]=[CH:37][CH:36]=[C:35]([O:34][CH3:33])[N:40]=4)[CH:21]=3)=[N:17][C:16]=2[CH:27]=[N:28][CH:29]=1, predict the reactants needed to synthesize it. The reactants are: C(OC([N:8]1[CH2:13][CH2:12][N:11]([C:14]2[C:15]3[C:30]([O:31][CH3:32])=[CH:29][N:28]=[CH:27][C:16]=3[N:17]=[C:18]([C:20]3[CH:25]=[CH:24][N:23]=[C:22](Cl)[CH:21]=3)[N:19]=2)[CH2:10][CH2:9]1)=O)(C)(C)C.[CH3:33][O:34][C:35]1[N:40]=[C:39]([NH2:41])[CH:38]=[CH:37][CH:36]=1.